This data is from Full USPTO retrosynthesis dataset with 1.9M reactions from patents (1976-2016). The task is: Predict the reactants needed to synthesize the given product. (1) Given the product [S:32]1[C:28]2[CH:27]=[CH:26][N:25]=[C:24]([NH:22][C:21]3[C:17]([C:15]([NH:14][C:11]4[CH:12]=[CH:13][C:8]([CH2:7][N:1]5[CH2:6][CH2:5][O:4][CH2:3][CH2:2]5)=[CH:9][CH:10]=4)=[O:16])=[N:18][NH:19][CH:20]=3)[C:29]=2[CH:30]=[CH:31]1, predict the reactants needed to synthesize it. The reactants are: [N:1]1([CH2:7][C:8]2[CH:13]=[CH:12][C:11]([NH:14][C:15]([C:17]3[C:21]([NH2:22])=[CH:20][NH:19][N:18]=3)=[O:16])=[CH:10][CH:9]=2)[CH2:6][CH2:5][O:4][CH2:3][CH2:2]1.Cl[C:24]1[C:29]2[CH:30]=[CH:31][S:32][C:28]=2[CH:27]=[CH:26][N:25]=1. (2) Given the product [C:1]12([C:11](=[O:20])[CH2:12][S:13]([C:14]3[N:15]([CH3:19])[CH:16]=[CH:17][N:18]=3)=[O:29])[CH2:8][CH:7]3[CH2:9][CH:3]([CH2:4][CH:5]([CH2:6]3)[CH2:10]1)[CH2:2]2, predict the reactants needed to synthesize it. The reactants are: [C:1]12([C:11](=[O:20])[CH2:12][S:13][C:14]3[N:15]([CH3:19])[CH:16]=[CH:17][N:18]=3)[CH2:10][CH:5]3[CH2:6][CH:7]([CH2:9][CH:3]([CH2:4]3)[CH2:2]1)[CH2:8]2.C1C=C(Cl)C=C(C(OO)=[O:29])C=1. (3) Given the product [NH2:30][C@H:28]1[CH2:27][C@H:26]([NH:25][C:10]2[C:11]3[CH:16]=[CH:15][N:14]([CH2:17][O:18][CH2:19][CH2:20][Si:21]([CH3:24])([CH3:23])[CH3:22])[C:12]=3[N:13]=[C:8]([NH:7][C:5]3[CH:4]=[N:3][N:2]([CH3:1])[CH:6]=3)[N:9]=2)[CH2:29]1, predict the reactants needed to synthesize it. The reactants are: [CH3:1][N:2]1[CH:6]=[C:5]([NH:7][C:8]2[N:9]=[C:10]([NH:25][C@H:26]3[CH2:29][C@H:28]([NH:30]C(=O)OC(C)(C)C)[CH2:27]3)[C:11]3[CH:16]=[CH:15][N:14]([CH2:17][O:18][CH2:19][CH2:20][Si:21]([CH3:24])([CH3:23])[CH3:22])[C:12]=3[N:13]=2)[CH:4]=[N:3]1.Cl.O1CCOCC1.